From a dataset of NCI-60 drug combinations with 297,098 pairs across 59 cell lines. Regression. Given two drug SMILES strings and cell line genomic features, predict the synergy score measuring deviation from expected non-interaction effect. (1) Drug 1: COC1=NC(=NC2=C1N=CN2C3C(C(C(O3)CO)O)O)N. Drug 2: C(CN)CNCCSP(=O)(O)O. Cell line: CCRF-CEM. Synergy scores: CSS=57.0, Synergy_ZIP=0.565, Synergy_Bliss=-0.299, Synergy_Loewe=-21.7, Synergy_HSA=-0.878. (2) Drug 2: C1=NC2=C(N1)C(=S)N=CN2. Cell line: NCI/ADR-RES. Drug 1: CC1=C(N=C(N=C1N)C(CC(=O)N)NCC(C(=O)N)N)C(=O)NC(C(C2=CN=CN2)OC3C(C(C(C(O3)CO)O)O)OC4C(C(C(C(O4)CO)O)OC(=O)N)O)C(=O)NC(C)C(C(C)C(=O)NC(C(C)O)C(=O)NCCC5=NC(=CS5)C6=NC(=CS6)C(=O)NCCC[S+](C)C)O. Synergy scores: CSS=37.0, Synergy_ZIP=-10.7, Synergy_Bliss=-13.2, Synergy_Loewe=-7.10, Synergy_HSA=-5.29. (3) Drug 1: CNC(=O)C1=NC=CC(=C1)OC2=CC=C(C=C2)NC(=O)NC3=CC(=C(C=C3)Cl)C(F)(F)F. Drug 2: CN(C(=O)NC(C=O)C(C(C(CO)O)O)O)N=O. Cell line: SN12C. Synergy scores: CSS=-5.24, Synergy_ZIP=4.81, Synergy_Bliss=4.34, Synergy_Loewe=-3.80, Synergy_HSA=-3.26.